Dataset: Full USPTO retrosynthesis dataset with 1.9M reactions from patents (1976-2016). Task: Predict the reactants needed to synthesize the given product. (1) Given the product [F:20][C:18]([F:19])([F:21])[C:14]1[CH:13]=[C:12]([S:9]([CH:7]2[CH2:6][CH:5]([CH2:4][NH2:1])[CH2:8]2)(=[O:11])=[O:10])[CH:17]=[CH:16][CH:15]=1, predict the reactants needed to synthesize it. The reactants are: [N:1]([CH2:4][CH:5]1[CH2:8][CH:7]([S:9]([C:12]2[CH:17]=[CH:16][CH:15]=[C:14]([C:18]([F:21])([F:20])[F:19])[CH:13]=2)(=[O:11])=[O:10])[CH2:6]1)=[N+]=[N-]. (2) Given the product [CH:1]1([N:5]2[CH2:11][CH2:10][CH2:9][N:8]([C:12]([N:14]3[CH2:15][C:16](=[O:18])[CH2:17]3)=[O:13])[CH2:7][CH2:6]2)[CH2:4][CH2:3][CH2:2]1, predict the reactants needed to synthesize it. The reactants are: [CH:1]1([N:5]2[CH2:11][CH2:10][CH2:9][N:8]([C:12]([N:14]3[CH2:17][CH:16]([OH:18])[CH2:15]3)=[O:13])[CH2:7][CH2:6]2)[CH2:4][CH2:3][CH2:2]1.CC(OI1(OC(C)=O)(OC(C)=O)OC(=O)C2C=CC=CC1=2)=O. (3) Given the product [CH2:1]([O:8][C:9]1[C:10]([CH3:19])=[N:11][CH:12]=[CH:13][C:14]=1[CH2:15][C:16]([O:18][CH3:20])=[O:17])[C:2]1[CH:3]=[CH:4][CH:5]=[CH:6][CH:7]=1, predict the reactants needed to synthesize it. The reactants are: [CH2:1]([O:8][C:9]1[C:10]([CH3:19])=[N:11][CH:12]=[CH:13][C:14]=1[CH2:15][C:16]([OH:18])=[O:17])[C:2]1[CH:7]=[CH:6][CH:5]=[CH:4][CH:3]=1.[C:20](=O)([O-])[O-].[K+].[K+].CI.C(=O)([O-])O.[Na+]. (4) Given the product [F:8][C:7]1[CH:6]=[CH:5][C:4]([CH2:9][N:10]([CH3:23])[C:11]([C:13]2[CH:22]=[CH:21][CH:20]=[C:15]([C:16]([O:18][CH3:19])=[O:17])[CH:14]=2)=[O:12])=[CH:3][C:2]=1[C:40]1[CH:41]=[CH:42][CH:43]=[C:38]([CH2:37][N:34]2[CH2:35][CH2:36][N:31]([C:29]([O:28][C:25]([CH3:27])([CH3:26])[CH3:24])=[O:30])[C@@H:32]([CH3:47])[CH2:33]2)[CH:39]=1, predict the reactants needed to synthesize it. The reactants are: Br[C:2]1[CH:3]=[C:4]([CH2:9][N:10]([CH3:23])[C:11]([C:13]2[CH:14]=[C:15]([CH:20]=[CH:21][CH:22]=2)[C:16]([O:18][CH3:19])=[O:17])=[O:12])[CH:5]=[CH:6][C:7]=1[F:8].[CH3:24][C:25]([O:28][C:29]([N:31]1[CH2:36][CH2:35][N:34]([CH2:37][C:38]2[CH:39]=[C:40](B(O)O)[CH:41]=[CH:42][CH:43]=2)[CH2:33][C@@H:32]1[CH3:47])=[O:30])([CH3:27])[CH3:26].C([O-])([O-])=O.[K+].[K+]. (5) Given the product [N:13]1([C:11]([C:8]2[CH:9]=[CH:10][C:5]([O:4][CH:1]([CH3:3])[CH3:2])=[C:6]([O:28][CH3:29])[CH:7]=2)=[O:12])[CH2:18][CH2:17][C:16]2([CH:27]3[O:38][CH:26]3[C:25]3[CH:24]=[CH:23][CH:22]=[CH:21][C:20]=3[O:19]2)[CH2:15][CH2:14]1, predict the reactants needed to synthesize it. The reactants are: [CH:1]([O:4][C:5]1[CH:10]=[CH:9][C:8]([C:11]([N:13]2[CH2:18][CH2:17][C:16]3([CH:27]=[CH:26][C:25]4[C:20](=[CH:21][CH:22]=[CH:23][CH:24]=4)[O:19]3)[CH2:15][CH2:14]2)=[O:12])=[CH:7][C:6]=1[O:28][CH3:29])([CH3:3])[CH3:2].C1C=C(Cl)C=C(C(OO)=[O:38])C=1. (6) Given the product [CH2:25]([N:17]1[C:18]([C:20]([O:22][CH3:23])=[O:21])=[CH:19][C:15]([O:14][CH2:13][C:4]2[CH:5]=[CH:6][C:7]3[C:12](=[CH:11][CH:10]=[CH:9][CH:8]=3)[N:3]=2)=[N:16]1)[CH2:26][CH3:27], predict the reactants needed to synthesize it. The reactants are: [H-].[Na+].[N:3]1[C:12]2[C:7](=[CH:8][CH:9]=[CH:10][CH:11]=2)[CH:6]=[CH:5][C:4]=1[CH2:13][O:14][C:15]1[CH:19]=[C:18]([C:20]([O:22][CH3:23])=[O:21])[NH:17][N:16]=1.I[CH2:25][CH2:26][CH3:27].O. (7) Given the product [OH:57][C@@H:15]1[C@H:14]([OH:58])[C@@H:13]([C:10]2[N:11]=[N:12][NH:8][N:9]=2)[O:17][C@H:16]1[N:18]1[CH:26]=[N:25][C:24]2[C:19]1=[N:20][C:21]([N:42]1[CH2:46][CH2:45][C@@H:44]([NH:47][C:48]([NH:50][C:51]3[CH:52]=[N:53][CH:54]=[CH:55][CH:56]=3)=[O:49])[CH2:43]1)=[N:22][C:23]=2[NH:27][CH2:28][CH:29]([C:30]1[CH:31]=[CH:32][CH:33]=[CH:34][CH:35]=1)[C:36]1[CH:41]=[CH:40][CH:39]=[CH:38][CH:37]=1, predict the reactants needed to synthesize it. The reactants are: C([N:8]1[N:12]=[N:11][C:10]([C@H:13]2[O:17][C@@H:16]([N:18]3[CH:26]=[N:25][C:24]4[C:19]3=[N:20][C:21]([N:42]3[CH2:46][CH2:45][C@@H:44]([NH:47][C:48]([NH:50][C:51]5[CH:52]=[N:53][CH:54]=[CH:55][CH:56]=5)=[O:49])[CH2:43]3)=[N:22][C:23]=4[NH:27][CH2:28][CH:29]([C:36]3[CH:41]=[CH:40][CH:39]=[CH:38][CH:37]=3)[C:30]3[CH:35]=[CH:34][CH:33]=[CH:32][CH:31]=3)[C@H:15]([OH:57])[C@@H:14]2[OH:58])=[N:9]1)C1C=CC=CC=1.C([O-])=O.[NH4+].